Dataset: Catalyst prediction with 721,799 reactions and 888 catalyst types from USPTO. Task: Predict which catalyst facilitates the given reaction. Reactant: [CH:1]1[C:6]([Cl:7])=[CH:5][C:4]([Cl:8])=[C:3]([O:9][CH2:10][C:11]([OH:13])=[O:12])[CH:2]=1.[CH3:14][NH:15][CH3:16]. Product: [CH3:14][NH:15][CH3:16].[CH:1]1[C:6]([Cl:7])=[CH:5][C:4]([Cl:8])=[C:3]([O:9][CH2:10][C:11]([OH:13])=[O:12])[CH:2]=1. The catalyst class is: 6.